This data is from Reaction yield outcomes from USPTO patents with 853,638 reactions. The task is: Predict the reaction yield, written as a fraction of the theoretical maximum amount of product (1.0 means a 100% yield; for example, 0.34 means a 34% yield). (1) The reactants are [C:1]([C:5]1[CH:10]=[C:9]([Br:11])[C:8]([N+:12]([O-:14])=[O:13])=[CH:7][C:6]=1[OH:15])([CH3:4])([CH3:3])[CH3:2].[C:16]([O-])([O-])=O.[Cs+].[Cs+].CI. The catalyst is CN(C=O)C.O. The product is [C:1]([C:5]1[CH:10]=[C:9]([Br:11])[C:8]([N+:12]([O-:14])=[O:13])=[CH:7][C:6]=1[O:15][CH3:16])([CH3:4])([CH3:2])[CH3:3]. The yield is 0.690. (2) The reactants are [CH3:1][N:2]1[CH:7]=[C:6]([N+:8]([O-:10])=[O:9])[CH:5]=[CH:4][C:3]1=[O:11].[Br:12]N1C(=O)CCC1=O. The catalyst is CN(C)C=O.ClCCl. The product is [Br:12][C:4]1[C:3](=[O:11])[N:2]([CH3:1])[CH:7]=[C:6]([N+:8]([O-:10])=[O:9])[CH:5]=1. The yield is 0.722. (3) The reactants are Cl[CH2:2][CH2:3][CH2:4][O:5][C:6]1[C:15]2[C:10](=[CH:11][CH:12]=[CH:13][CH:14]=2)[C:9]([NH:16][C:17](=[O:31])[C:18]2[CH:23]=[C:22]([N:24]3[CH2:29][CH2:28][CH2:27][CH2:26][CH2:25]3)[CH:21]=[C:20]([F:30])[CH:19]=2)=[CH:8][CH:7]=1.[NH:32]1[CH2:37][CH2:36][O:35][CH2:34][CH2:33]1. The catalyst is CCO. The product is [F:30][C:20]1[CH:19]=[C:18]([CH:23]=[C:22]([N:24]2[CH2:29][CH2:28][CH2:27][CH2:26][CH2:25]2)[CH:21]=1)[C:17]([NH:16][C:9]1[C:10]2[C:15](=[CH:14][CH:13]=[CH:12][CH:11]=2)[C:6]([O:5][CH2:4][CH2:3][CH2:2][N:32]2[CH2:37][CH2:36][O:35][CH2:34][CH2:33]2)=[CH:7][CH:8]=1)=[O:31]. The yield is 0.640. (4) The reactants are [OH-].[Li+].[CH3:3][N:4]([C:13]1[CH:14]=[C:15]([C:19]2[CH:20]=[N:21][C:22]([CH2:25][CH2:26][C:27]([O:29]C)=[O:28])=[N:23][CH:24]=2)[CH:16]=[CH:17][CH:18]=1)[C:5]([NH:7][CH2:8][CH2:9][CH2:10][CH2:11][CH3:12])=[O:6].O. The catalyst is O1CCCC1. The product is [CH3:3][N:4]([C:13]1[CH:14]=[C:15]([C:19]2[CH:20]=[N:21][C:22]([CH2:25][CH2:26][C:27]([OH:29])=[O:28])=[N:23][CH:24]=2)[CH:16]=[CH:17][CH:18]=1)[C:5]([NH:7][CH2:8][CH2:9][CH2:10][CH2:11][CH3:12])=[O:6]. The yield is 0.480.